Dataset: Full USPTO retrosynthesis dataset with 1.9M reactions from patents (1976-2016). Task: Predict the reactants needed to synthesize the given product. Given the product [Cl:19][C:20]1[CH:27]=[C:26]([O:15][CH2:14][C:13]2[N:9]([C:3]3[C:4]([Cl:8])=[CH:5][CH:6]=[CH:7][C:2]=3[Cl:1])[N:10]=[N:11][C:12]=2[CH:16]([CH3:18])[CH3:17])[CH:25]=[CH:24][C:21]=1[CH:22]=[O:23], predict the reactants needed to synthesize it. The reactants are: [Cl:1][C:2]1[CH:7]=[CH:6][CH:5]=[C:4]([Cl:8])[C:3]=1[N:9]1[C:13]([CH2:14][OH:15])=[C:12]([CH:16]([CH3:18])[CH3:17])[N:11]=[N:10]1.[Cl:19][C:20]1[CH:27]=[C:26](F)[CH:25]=[CH:24][C:21]=1[CH:22]=[O:23].C(=O)([O-])[O-].[Cs+].[Cs+].O.